Task: Predict the product of the given reaction.. Dataset: Forward reaction prediction with 1.9M reactions from USPTO patents (1976-2016) (1) Given the reactants C(OC(=O)[NH:10][C@H:11]([C:16]([N:18]1[CH2:22][CH2:21][C@H:20]2[N:23]([C:27](=[O:34])[C:28]3[CH:33]=[CH:32][CH:31]=[CH:30][CH:29]=3)[CH2:24][C@H:25]([OH:26])[C@@H:19]12)=[O:17])[CH2:12][CH:13]([CH3:15])[CH3:14])C1C=CC=CC=1.[H][H], predict the reaction product. The product is: [NH2:10][C@@H:11]([CH2:12][CH:13]([CH3:15])[CH3:14])[C:16]([N:18]1[CH2:22][CH2:21][C@H:20]2[N:23]([C:27](=[O:34])[C:28]3[CH:29]=[CH:30][CH:31]=[CH:32][CH:33]=3)[CH2:24][C@H:25]([OH:26])[C@@H:19]12)=[O:17]. (2) Given the reactants [NH:1]([C:7]([O:9][C:10]([CH3:13])([CH3:12])[CH3:11])=[O:8])[C@@H:2]([C:4](O)=[O:5])[CH3:3], predict the reaction product. The product is: [C:10]([O:9][C:7](=[O:8])[NH:1][C@H:2]([CH3:3])[CH2:4][OH:5])([CH3:13])([CH3:11])[CH3:12]. (3) Given the reactants C[O:2][C:3](=[O:19])/[CH:4]=[CH:5]/[C:6]1[CH:7]=[C:8]2[C:13](=[CH:14][C:15]=1[N+:16]([O-:18])=[O:17])[N:12]=[CH:11][CH:10]=[CH:9]2.[OH-].[Na+].Cl, predict the reaction product. The product is: [N+:16]([C:15]1[CH:14]=[C:13]2[C:8]([CH:9]=[CH:10][CH:11]=[N:12]2)=[CH:7][C:6]=1/[CH:5]=[CH:4]/[C:3]([OH:19])=[O:2])([O-:18])=[O:17].